Dataset: Forward reaction prediction with 1.9M reactions from USPTO patents (1976-2016). Task: Predict the product of the given reaction. (1) Given the reactants [C:1](=[O:12])(OC(Cl)(Cl)Cl)OC(Cl)(Cl)Cl.[NH:13]1[CH2:18][CH2:17][O:16][CH2:15][CH2:14]1.[C@H:19]1([NH:28][C:29]2[CH:38]=[CH:37][C:36]3[C:31](=[CH:32][CH:33]=[C:34]([NH2:39])[CH:35]=3)[N:30]=2)[C:27]2[C:22](=[CH:23][CH:24]=[CH:25][CH:26]=2)[CH2:21][CH2:20]1, predict the reaction product. The product is: [C@H:19]1([NH:28][C:29]2[CH:38]=[CH:37][C:36]3[C:31](=[CH:32][CH:33]=[C:34]([NH:39][C:1]([N:13]4[CH2:18][CH2:17][O:16][CH2:15][CH2:14]4)=[O:12])[CH:35]=3)[N:30]=2)[C:27]2[C:22](=[CH:23][CH:24]=[CH:25][CH:26]=2)[CH2:21][CH2:20]1. (2) Given the reactants [OH:1][C:2]1[CH:7]=[CH:6][C:5](/[CH:8]=[CH:9]/[C:10]([O:12][C:13]2[CH:18]=[CH:17][C:16]([O:19][CH2:20][CH2:21][CH2:22][CH2:23][CH3:24])=[CH:15][CH:14]=2)=[O:11])=[CH:4][CH:3]=1.[Cl:25][CH2:26][CH2:27][CH2:28][CH2:29][CH2:30][CH2:31]O.C1(P(C2C=CC=CC=2)C2C=CC=CC=2)C=CC=CC=1.C(OC(N=NC(OCC)=O)=O)C, predict the reaction product. The product is: [Cl:25][CH2:26][CH2:27][CH2:28][CH2:29][CH2:30][CH2:31][O:1][C:2]1[CH:3]=[CH:4][C:5](/[CH:8]=[CH:9]/[C:10]([O:12][C:13]2[CH:14]=[CH:15][C:16]([O:19][CH2:20][CH2:21][CH2:22][CH2:23][CH3:24])=[CH:17][CH:18]=2)=[O:11])=[CH:6][CH:7]=1.